Dataset: Full USPTO retrosynthesis dataset with 1.9M reactions from patents (1976-2016). Task: Predict the reactants needed to synthesize the given product. (1) Given the product [Br:1][C:2]1[S:11][C:5]2[N:6]=[CH:7][N:8]=[C:9]([Cl:13])[C:4]=2[CH:3]=1, predict the reactants needed to synthesize it. The reactants are: [Br:1][C:2]1[S:11][C:5]2[N:6]=[CH:7][NH:8][C:9](=O)[C:4]=2[CH:3]=1.O(Cl)[Cl:13].C([O-])(O)=O.[Na+]. (2) Given the product [CH2:10]([O:9][C:1](=[O:8])[CH:2]([C:15]1[CH:20]=[CH:19][C:18]([N+:21]([O-:23])=[O:22])=[CH:17][C:16]=1[O:24][CH3:25])[C:3]([O:5][CH2:6][CH3:7])=[O:4])[CH3:11], predict the reactants needed to synthesize it. The reactants are: [C:1]([O:9][CH2:10][CH3:11])(=[O:8])[CH2:2][C:3]([O:5][CH2:6][CH3:7])=[O:4].[H-].[Na+].Cl[C:15]1[CH:20]=[CH:19][C:18]([N+:21]([O-:23])=[O:22])=[CH:17][C:16]=1[O:24][CH3:25].Cl. (3) Given the product [CH2:19]([O:14][C:11]([C:2]1[CH:3]=[CH:4][C:5]2[N:6]([N:8]=[CH:9][N:10]=2)[CH:7]=1)=[O:13])[CH3:20], predict the reactants needed to synthesize it. The reactants are: I[C:2]1[CH:3]=[CH:4][C:5]2[N:6]([N:8]=[CH:9][N:10]=2)[CH:7]=1.[C:11]([O-:14])(=[O:13])C.[Na+].ClCCl.[CH2:19](O)[CH3:20].[C]=O. (4) The reactants are: [C:1]([O:5][C:6]([N:8]1[C:13]2[CH:14]=[C:15]([Cl:19])[C:16]([OH:18])=[CH:17][C:12]=2[O:11][CH:10]([C:20]([N:22]2[CH2:27][CH2:26][C:25]([C:36]#[N:37])([CH2:28][C:29]3[CH:30]=[N:31][C:32]([F:35])=[CH:33][CH:34]=3)[CH2:24][CH2:23]2)=[O:21])[CH2:9]1)=[O:7])([CH3:4])([CH3:3])[CH3:2].[C:38]([O-])([O-])=O.[K+].[K+].CI. Given the product [C:1]([O:5][C:6]([N:8]1[C:13]2[CH:14]=[C:15]([Cl:19])[C:16]([O:18][CH3:38])=[CH:17][C:12]=2[O:11][CH:10]([C:20]([N:22]2[CH2:23][CH2:24][C:25]([C:36]#[N:37])([CH2:28][C:29]3[CH:30]=[N:31][C:32]([F:35])=[CH:33][CH:34]=3)[CH2:26][CH2:27]2)=[O:21])[CH2:9]1)=[O:7])([CH3:4])([CH3:2])[CH3:3], predict the reactants needed to synthesize it. (5) Given the product [N:10]1[CH:9]=[CH:8][CH:7]=[C:40]([N:42]2[CH2:43][CH:44]([C:46]([NH:1][C:2]3[CH:3]=[CH:4][C:5]([O:6][CH:7]4[CH2:8][CH2:9][N:10]([C:13](=[O:15])[CH2:28][CH:25]5[CH2:24][CH2:23][O:22][CH2:27][CH2:26]5)[CH2:11][CH2:12]4)=[CH:20][CH:21]=3)=[O:48])[CH2:45]2)[CH:11]=1, predict the reactants needed to synthesize it. The reactants are: [NH2:1][C:2]1[CH:21]=[CH:20][C:5]([O:6][CH:7]2[CH2:12][CH2:11][N:10]([C:13]([O:15]C(C)(C)C)=O)[CH2:9][CH2:8]2)=[CH:4][CH:3]=1.[O:22]1[CH2:27][CH2:26][CH:25]([CH2:28]C(O)=O)[CH2:24][CH2:23]1.C(O[C:40]([N:42]1[CH2:45][CH:44]([C:46]([OH:48])=O)[CH2:43]1)=O)C1C=CC=CC=1. (6) Given the product [CH2:2]([NH:18][CH2:19][CH2:20][NH:21][CH2:22][CH2:23][NH:24][CH2:2][CH2:3][CH2:4][CH2:5][CH2:6][CH2:7][CH2:8][CH2:9][CH2:10][CH3:11])[CH2:3][CH2:4][CH2:5][CH2:6][CH2:7][CH2:8][CH2:9][CH2:10][CH3:11], predict the reactants needed to synthesize it. The reactants are: Br[CH2:2][CH2:3][CH2:4][CH2:5][CH2:6][CH2:7][CH2:8][CH2:9][CH2:10][CH3:11].C([O-])([O-])=O.[Na+].[Na+].[NH2:18][CH2:19][CH2:20][NH:21][CH2:22][CH2:23][NH2:24].